From a dataset of Catalyst prediction with 721,799 reactions and 888 catalyst types from USPTO. Predict which catalyst facilitates the given reaction. (1) Reactant: Br[C:2]1[CH:3]=[C:4]([NH2:8])[CH:5]=[N:6][CH:7]=1.[CH3:9][O:10][C:11]1[CH:16]=[CH:15][C:14](B(O)O)=[CH:13][CH:12]=1.C([O-])([O-])=O.[K+].[K+]. The catalyst class is: 339. Product: [CH3:9][O:10][C:11]1[CH:16]=[CH:15][C:14]([C:2]2[CH:3]=[C:4]([NH2:8])[CH:5]=[N:6][CH:7]=2)=[CH:13][CH:12]=1. (2) Reactant: [Cl:1][C:2]1[CH:3]=[C:4]([CH2:8][C:9]#[N:10])[CH:5]=[CH:6][CH:7]=1.[CH2:11](Br)[CH3:12].[H-].[Na+]. Product: [Cl:1][C:2]1[CH:3]=[C:4]([CH:8]([CH2:11][CH3:12])[C:9]#[N:10])[CH:5]=[CH:6][CH:7]=1. The catalyst class is: 16.